Dataset: Reaction yield outcomes from USPTO patents with 853,638 reactions. Task: Predict the reaction yield, written as a fraction of the theoretical maximum amount of product (1.0 means a 100% yield; for example, 0.34 means a 34% yield). (1) The reactants are [Cl:1][C:2]1[CH:9]=[C:8]([OH:10])[CH:7]=[C:6]([Cl:11])[C:3]=1[CH:4]=[O:5].N1C=CC=CC=1.Cl[C:19]([O:21][CH:22]([CH3:24])[CH3:23])=[O:20]. The catalyst is C1(C)C=CC=CC=1.C(Cl)Cl.O. The product is [C:19](=[O:20])([O:21][CH:22]([CH3:24])[CH3:23])[O:10][C:8]1[CH:9]=[C:2]([Cl:1])[C:3]([CH:4]=[O:5])=[C:6]([Cl:11])[CH:7]=1. The yield is 0.810. (2) The reactants are [Br:1][C:2]1[CH:7]=[CH:6][C:5]([N:8]2[C:12]([C:13]([O:15][CH2:16][CH3:17])=[O:14])=[CH:11][CH:10]=[N:9]2)=[CH:4][CH:3]=1.C(O)(=O)C.[F:22][B-](F)(F)F.F[B-](F)(F)F.ClC[N+]12CC[N+](F)(CC1)CC2. The catalyst is C(#N)C. The product is [CH2:16]([O:15][C:13]([C:12]1[N:8]([C:5]2[CH:4]=[CH:3][C:2]([Br:1])=[CH:7][CH:6]=2)[N:9]=[CH:10][C:11]=1[F:22])=[O:14])[CH3:17]. The yield is 0.360. (3) The reactants are [CH3:1][S:2][CH2:3][C:4]([OH:6])=O.C(Cl)(=O)C(Cl)=O.CN(C=O)C.[NH2:18][C:19]1[CH:27]=[CH:26][CH:25]=[C:24]2[C:20]=1[C:21](=[O:37])[N:22]([CH:29]1[CH2:34][CH2:33][C:32](=[O:35])[NH:31][C:30]1=[O:36])[C:23]2=[O:28]. The catalyst is CCOCC.CO.C1COCC1. The product is [O:36]=[C:30]1[CH:29]([N:22]2[C:21](=[O:37])[C:20]3[C:24](=[CH:25][CH:26]=[CH:27][C:19]=3[NH:18][C:4](=[O:6])[CH2:3][S:2][CH3:1])[C:23]2=[O:28])[CH2:34][CH2:33][C:32](=[O:35])[NH:31]1. The yield is 0.690. (4) The reactants are [NH:1]1[CH2:6][CH2:5][CH:4]([NH:7][C:8](=[O:14])[O:9][C:10]([CH3:13])([CH3:12])[CH3:11])[CH2:3][CH2:2]1.Br[CH2:16][CH2:17][OH:18].C(N(CC)CC)C.ClCCl.CO. The catalyst is C(#N)C. The product is [C:10]([O:9][C:8](=[O:14])[NH:7][CH:4]1[CH2:3][CH2:2][N:1]([CH2:16][CH2:17][OH:18])[CH2:6][CH2:5]1)([CH3:11])([CH3:13])[CH3:12]. The yield is 0.660. (5) The reactants are [BH4-].[Na+].[C:3]([C:5]1[CH:6]=[C:7]([CH:34]=[CH:35][C:36]=1[C:37]([F:40])([F:39])[F:38])[O:8][C:9]1[CH:14]=[CH:13][C:12]([N:15]2[C:23]3[C:18](=[CH:19][CH:20]=[CH:21][CH:22]=3)[C:17]([C:24](=[O:33])[C:25]([NH:27][CH2:28][C@H:29]([OH:32])[CH2:30][OH:31])=[O:26])=[CH:16]2)=[CH:11][CH:10]=1)#[N:4]. The catalyst is CCO.C1COCC1. The product is [C:3]([C:5]1[CH:6]=[C:7]([CH:34]=[CH:35][C:36]=1[C:37]([F:40])([F:39])[F:38])[O:8][C:9]1[CH:10]=[CH:11][C:12]([N:15]2[C:23]3[C:18](=[CH:19][CH:20]=[CH:21][CH:22]=3)[C:17]([CH:24]([OH:33])[C:25]([NH:27][CH2:28][C@H:29]([OH:32])[CH2:30][OH:31])=[O:26])=[CH:16]2)=[CH:13][CH:14]=1)#[N:4]. The yield is 0.400.